From a dataset of Full USPTO retrosynthesis dataset with 1.9M reactions from patents (1976-2016). Predict the reactants needed to synthesize the given product. Given the product [CH3:1][C:2]1[CH:7]=[C:6]([CH3:8])[CH:5]=[CH:4][C:3]=1[C:9]1[C:14]([CH:15]([CH2:20][CH2:21][CH3:22])[C:16]([OH:18])=[O:17])=[C:13]([CH3:23])[N:12]=[C:11]([N:24]2[CH2:25][CH2:26][CH2:27][CH2:28][CH2:29]2)[N:10]=1, predict the reactants needed to synthesize it. The reactants are: [CH3:1][C:2]1[CH:7]=[C:6]([CH3:8])[CH:5]=[CH:4][C:3]=1[C:9]1[C:14]([CH:15]([CH2:20][CH2:21][CH3:22])[C:16]([O:18]C)=[O:17])=[C:13]([CH3:23])[N:12]=[C:11]([N:24]2[CH2:29][CH2:28][CH2:27][CH2:26][CH2:25]2)[N:10]=1.[OH-].[Na+].